From a dataset of Catalyst prediction with 721,799 reactions and 888 catalyst types from USPTO. Predict which catalyst facilitates the given reaction. (1) Reactant: Cl.[C:2]12([CH2:12][CH2:13][N:14]([CH2:22][CH2:23][CH2:24][CH2:25][CH3:26])[C:15]([C@H:17]3[CH2:21][CH2:20][CH2:19][NH:18]3)=[O:16])[CH2:11][CH:6]3[CH2:7][CH:8]([CH2:10][CH:4]([CH2:5]3)[CH2:3]1)[CH2:9]2.C(=O)([O-])[O-].[K+].[K+].CI.Cl.[Cl:36][CH2:37][CH2:38][C:39]1[CH:44]=[CH:43][N:42]=[CH:41][CH:40]=1.[OH-].[Na+]. Product: [ClH:36].[C:2]12([CH2:12][CH2:13][N:14]([CH2:22][CH2:23][CH2:24][CH2:25][CH3:26])[C:15]([C@H:17]3[CH2:21][CH2:20][CH2:19][N:18]3[CH2:37][CH2:38][C:39]3[CH:44]=[CH:43][N:42]=[CH:41][CH:40]=3)=[O:16])[CH2:9][CH:8]3[CH2:10][CH:4]([CH2:5][CH:6]([CH2:7]3)[CH2:11]1)[CH2:3]2. The catalyst class is: 483. (2) The catalyst class is: 3. Reactant: [CH3:1][O:2][C:3](=[O:6])[CH2:4][SH:5].C[O-].[Na+].C([O:12][C:13](=O)[C:14]1[C:19](Cl)=[CH:18][C:17]([CH3:21])=[N:16][C:15]=1[Cl:22])C.[C:24]([O:28][C:29](=[O:32])[CH2:30]Br)([CH3:27])([CH3:26])[CH3:25]. Product: [CH3:1][O:2][C:3]([C:4]1[S:5][C:19]2[CH:18]=[C:17]([CH3:21])[N:16]=[C:15]([Cl:22])[C:14]=2[C:13]=1[O:12][CH2:30][C:29]([O:28][C:24]([CH3:27])([CH3:26])[CH3:25])=[O:32])=[O:6]. (3) Reactant: [CH3:1][N:2]1[CH2:7][CH2:6][N:5]([C:8]2[N:17]=[C:16]3[C:11]([CH:12]=[C:13]([C:19](O)=[O:20])[C:14](=[O:18])[NH:15]3)=[CH:10][CH:9]=2)[CH2:4][CH2:3]1.Cl.[CH3:23][O:24][C:25](=[O:34])[C:26]1[CH:31]=[CH:30][C:29]([CH3:32])=[C:28]([NH2:33])[CH:27]=1.CN(C(ON1N=NC2C=CC=NC1=2)=[N+](C)C)C.F[P-](F)(F)(F)(F)F.C(N(CC)CC)C. Product: [CH3:23][O:24][C:25](=[O:34])[C:26]1[CH:31]=[CH:30][C:29]([CH3:32])=[C:28]([NH:33][C:19]([C:13]2[C:14](=[O:18])[NH:15][C:16]3[C:11]([CH:12]=2)=[CH:10][CH:9]=[C:8]([N:5]2[CH2:6][CH2:7][N:2]([CH3:1])[CH2:3][CH2:4]2)[N:17]=3)=[O:20])[CH:27]=1. The catalyst class is: 3. (4) Reactant: [CH:1]1[C:6]2[CH2:7][CH2:8][CH2:9][CH2:10][CH2:11][C:5]=2[CH:4]=[CH:3][C:2]=1[OH:12].C([O-])([O-])=O.[Cs+].[Cs+].Br[CH2:20][CH:21]1[CH2:26][CH2:25][CH2:24][CH2:23][CH2:22]1.O. Product: [CH:21]1([CH2:20][O:12][C:2]2[CH:3]=[CH:4][C:5]3[CH2:11][CH2:10][CH2:9][CH2:8][CH2:7][C:6]=3[CH:1]=2)[CH2:26][CH2:25][CH2:24][CH2:23][CH2:22]1. The catalyst class is: 3.